This data is from Forward reaction prediction with 1.9M reactions from USPTO patents (1976-2016). The task is: Predict the product of the given reaction. (1) Given the reactants [F:1][C:2]1[CH:7]=[C:6]([F:8])[C:5]([F:9])=[CH:4][C:3]=1[CH:10]1[CH2:15][CH:14]([C:16]([O:18][CH3:19])=[O:17])[CH2:13][CH2:12][NH:11]1.CCN(C(C)C)C(C)C.[C:29](Cl)(=[O:32])[O:30][CH3:31], predict the reaction product. The product is: [F:1][C:2]1[CH:7]=[C:6]([F:8])[C:5]([F:9])=[CH:4][C:3]=1[CH:10]1[CH2:15][CH:14]([C:16]([O:18][CH3:19])=[O:17])[CH2:13][CH2:12][N:11]1[C:29]([O:30][CH3:31])=[O:32]. (2) Given the reactants [Cl:1][C:2]1[CH:3]=[C:4]([CH:8]=[CH:9][C:10]=1[O:11][CH:12]([CH3:14])[CH3:13])[C:5]([OH:7])=O.CCN=C=NCCCN(C)C.Cl.Cl.C1C=CC2N(O)N=NC=2C=1.O[NH:39][C:40]([C:42]1[CH:43]=[C:44]2[C:48](=[CH:49][CH:50]=1)[NH:47][N:46]=[CH:45]2)=[NH:41], predict the reaction product. The product is: [Cl:1][C:2]1[CH:3]=[C:4]([C:5]2[O:7][N:39]=[C:40]([C:42]3[CH:43]=[C:44]4[C:48](=[CH:49][CH:50]=3)[NH:47][N:46]=[CH:45]4)[N:41]=2)[CH:8]=[CH:9][C:10]=1[O:11][CH:12]([CH3:14])[CH3:13]. (3) Given the reactants Cl[C:2]1[CH:3]=[CH:4][C:5]([N+:10]([O-:12])=[O:11])=[C:6]([O:8][CH3:9])[CH:7]=1.[P:13]([O-:20])([O:17][CH2:18][CH3:19])[O:14][CH2:15][CH3:16].CC1(C)C2C(=C(P(C3C=CC=CC=3)C3C=CC=CC=3)C=CC=2)OC2C(P(C3C=CC=CC=3)C3C=CC=CC=3)=CC=CC1=2.P([O-])([O-])([O-])=O.[K+].[K+].[K+], predict the reaction product. The product is: [CH2:15]([O:14][P:13]([C:2]1[CH:3]=[CH:4][C:5]([N+:10]([O-:12])=[O:11])=[C:6]([O:8][CH3:9])[CH:7]=1)(=[O:20])[O:17][CH2:18][CH3:19])[CH3:16]. (4) Given the reactants [NH2:1][C:2]1[N:7]=[C:6]([N:8]2[CH2:20][CH2:19][C:11]3([CH2:15][NH:14][C@H:13]([C:16]([OH:18])=[O:17])[CH2:12]3)[CH2:10][CH2:9]2)[CH:5]=[C:4]([O:21][C@H:22]([C:27]2[CH:32]=[CH:31][C:30](Cl)=[CH:29][C:28]=2[N:34]2[CH:38]=[CH:37][C:36]([CH3:39])=[N:35]2)[C:23]([F:26])([F:25])[F:24])[N:3]=1.[Br:40]C1C=CC([C@@H](O)C(F)(F)F)=C(C2C=CC=CC=2)C=1, predict the reaction product. The product is: [NH2:1][C:2]1[N:7]=[C:6]([N:8]2[CH2:20][CH2:19][C:11]3([CH2:15][NH:14][C@H:13]([C:16]([OH:18])=[O:17])[CH2:12]3)[CH2:10][CH2:9]2)[CH:5]=[C:4]([O:21][C@H:22]([C:27]2[CH:32]=[CH:31][C:30]([Br:40])=[CH:29][C:28]=2[N:34]2[CH:38]=[CH:37][C:36]([CH3:39])=[N:35]2)[C:23]([F:26])([F:25])[F:24])[N:3]=1.